This data is from Full USPTO retrosynthesis dataset with 1.9M reactions from patents (1976-2016). The task is: Predict the reactants needed to synthesize the given product. (1) Given the product [CH:1]1([NH:6][C:7]2[C:16]3[C:11](=[CH:12][CH:13]=[C:14]([O:17][CH2:22][CH2:23][N:24]([CH3:26])[CH3:25])[CH:15]=3)[N:10]=[C:9]([C:18]#[N:19])[N:8]=2)[CH2:2][CH2:3][CH2:4][CH2:5]1, predict the reactants needed to synthesize it. The reactants are: [CH:1]1([NH:6][C:7]2[C:16]3[C:11](=[CH:12][CH:13]=[C:14]([OH:17])[CH:15]=3)[N:10]=[C:9]([C:18]#[N:19])[N:8]=2)[CH2:5][CH2:4][CH2:3][CH2:2]1.Cl.Cl[CH2:22][CH2:23][N:24]([CH3:26])[CH3:25].C(=O)([O-])[O-].[Cs+].[Cs+]. (2) Given the product [CH2:1]([C:4]1[C:12]2[O:11][N:10]=[C:9]([CH2:13][CH2:14][C:15]3[N:16]=[C:17]([C:23]4[CH:28]=[CH:27][C:26]([Cl:29])=[CH:25][C:24]=4[Cl:30])[O:18][C:19]=3[CH:20]([CH3:22])[CH3:21])[C:8]=2[CH:7]=[CH:6][C:5]=1[O:31][CH2:39][C:40]([O:42][CH2:43][CH3:44])=[O:41])[CH:2]=[CH2:3], predict the reactants needed to synthesize it. The reactants are: [CH2:1]([C:4]1[C:12]2[O:11][N:10]=[C:9]([CH2:13][CH2:14][C:15]3[N:16]=[C:17]([C:23]4[CH:28]=[CH:27][C:26]([Cl:29])=[CH:25][C:24]=4[Cl:30])[O:18][C:19]=3[CH:20]([CH3:22])[CH3:21])[C:8]=2[CH:7]=[CH:6][C:5]=1[OH:31])[CH:2]=[CH2:3].C(=O)([O-])[O-].[K+].[K+].Br[CH2:39][C:40]([O:42][CH2:43][CH3:44])=[O:41].